Dataset: Reaction yield outcomes from USPTO patents with 853,638 reactions. Task: Predict the reaction yield, written as a fraction of the theoretical maximum amount of product (1.0 means a 100% yield; for example, 0.34 means a 34% yield). (1) The reactants are [Na].O.O.[OH:4][C:5]1[CH:10]=[CH:9][C:8]([S:11]([OH:14])(=O)=[O:12])=[CH:7][CH:6]=1.C(Cl)(=O)C([Cl:18])=O. The catalyst is CN(C)C=O.ClCCl. The product is [OH:4][C:5]1[CH:10]=[CH:9][C:8]([S:11]([Cl:18])(=[O:14])=[O:12])=[CH:7][CH:6]=1. The yield is 1.00. (2) The catalyst is ClCCl. The yield is 0.430. The reactants are [CH2:1]([C:4]1[CH:9]=[C:8]([C:10]([F:13])([F:12])[F:11])[CH:7]=[CH:6][C:5]=1[OH:14])[CH:2]=[CH2:3].Cl[Sn](Cl)(Cl)Cl.[I:20]I. The product is [I:20][CH2:3][CH:2]1[CH2:1][C:4]2[CH:9]=[C:8]([C:10]([F:12])([F:13])[F:11])[CH:7]=[CH:6][C:5]=2[O:14]1. (3) The reactants are C[Si](C)(C)[C:3]1[S:4][CH:5]=[CH:6][N:7]=1.Cl[C:11]([O:13][CH2:14][CH3:15])=[O:12].C(=O)([O-])[O-].[Na+].[Na+]. The catalyst is C1(C)C=CC=CC=1. The product is [CH2:14]([O:13][C:11]([C:3]1[S:4][CH:5]=[CH:6][N:7]=1)=[O:12])[CH3:15]. The yield is 0.990. (4) The reactants are [O:1]=[C:2]1[CH:7]=[CH:6][CH:5]=[CH:4][N:3]1[C@@H:8]([CH3:12])[C:9]([OH:11])=O.[C:13]([O:17][C:18](=[O:26])[CH2:19][CH:20]([NH2:25])[CH:21]([OH:24])[CH2:22][F:23])([CH3:16])([CH3:15])[CH3:14].C1C=NC2N(O)N=NC=2C=1.C(Cl)CCl. The catalyst is CN(C1C=CN=CC=1)C.C1COCC1. The product is [C:13]([O:17][C:18](=[O:26])[CH2:19][CH:20]([NH:25][C:9](=[O:11])[C@@H:8]([N:3]1[CH:4]=[CH:5][CH:6]=[CH:7][C:2]1=[O:1])[CH3:12])[CH:21]([OH:24])[CH2:22][F:23])([CH3:16])([CH3:14])[CH3:15]. The yield is 0.920. (5) The reactants are [Cl:1][C:2]1[C:11]2[C:10](=[O:12])[N:9]([CH2:13][CH2:14][C:15]3[CH:20]=[CH:19][CH:18]=[CH:17][CH:16]=3)[C:8]([C:21]3[CH:26]=[CH:25][CH:24]=[CH:23][C:22]=3[OH:27])=[N:7][C:6]=2[CH:5]=[CH:4][N:3]=1.C(=O)([O-])[O-].[K+].[K+].[CH2:34](Br)[C:35]1[CH:40]=[CH:39][CH:38]=[CH:37][CH:36]=1. The catalyst is CC(C)=O. The product is [CH2:34]([O:27][C:22]1[CH:23]=[CH:24][CH:25]=[CH:26][C:21]=1[C:8]1[N:9]([CH2:13][CH2:14][C:15]2[CH:20]=[CH:19][CH:18]=[CH:17][CH:16]=2)[C:10](=[O:12])[C:11]2[C:2]([Cl:1])=[N:3][CH:4]=[CH:5][C:6]=2[N:7]=1)[C:35]1[CH:40]=[CH:39][CH:38]=[CH:37][CH:36]=1. The yield is 0.870. (6) The reactants are [F:1][C:2]1[CH:8]=[C:7]([C:9]2[N:10]=[C:11]([N:19]3[CH2:24][CH2:23][O:22][CH2:21][C@@H:20]3[CH3:25])[C:12]3[CH2:17][N:16]([CH3:18])[CH2:15][C:13]=3[N:14]=2)[CH:6]=[CH:5][C:3]=1[NH2:4].[CH2:26]([N:28]=[C:29]=[O:30])[CH3:27]. The catalyst is C1COCC1. The product is [CH2:26]([NH:28][C:29]([NH:4][C:3]1[CH:5]=[CH:6][C:7]([C:9]2[N:10]=[C:11]([N:19]3[CH2:24][CH2:23][O:22][CH2:21][C@@H:20]3[CH3:25])[C:12]3[CH2:17][N:16]([CH3:18])[CH2:15][C:13]=3[N:14]=2)=[CH:8][C:2]=1[F:1])=[O:30])[CH3:27]. The yield is 0.137. (7) The catalyst is CN(C1C=CN=CC=1)C. The product is [CH3:12][O:13][C:14]1[CH:19]=[CH:18][CH:17]=[CH:16][C:15]=1[S:20]([NH:1][C:2]1[CH:3]=[CH:4][CH:5]=[C:6]2[C:11]=1[N:10]=[CH:9][CH:8]=[CH:7]2)(=[O:22])=[O:21]. The yield is 0.580. The reactants are [NH2:1][C:2]1[CH:3]=[CH:4][CH:5]=[C:6]2[C:11]=1[N:10]=[CH:9][CH:8]=[CH:7]2.[CH3:12][O:13][C:14]1[CH:19]=[CH:18][CH:17]=[CH:16][C:15]=1[S:20](Cl)(=[O:22])=[O:21].